This data is from Full USPTO retrosynthesis dataset with 1.9M reactions from patents (1976-2016). The task is: Predict the reactants needed to synthesize the given product. (1) Given the product [O:1]1[CH2:5][CH2:4][CH:3]([CH2:6][NH:7][C:17](=[O:26])[O:18][CH2:19][C:20]2[CH:25]=[CH:24][CH:23]=[CH:22][CH:21]=2)[CH2:2]1, predict the reactants needed to synthesize it. The reactants are: [O:1]1[CH2:5][CH2:4][CH:3]([CH2:6][NH2:7])[CH2:2]1.C(N(C(C)C)CC)(C)C.[C:17](Cl)(=[O:26])[O:18][CH2:19][C:20]1[CH:25]=[CH:24][CH:23]=[CH:22][CH:21]=1. (2) Given the product [CH3:12][S:11][C:10]1[C:5]2[C:6](=[N:7][C:2]([NH:34][C:33]3[CH:32]=[CH:31][C:30]([N:27]4[CH2:28][CH2:29][O:24][CH2:25][CH2:26]4)=[CH:36][CH:35]=3)=[N:3][C:4]=2[NH:13][C:14]2[CH:19]=[CH:18][C:17]([NH:20][C:21](=[O:23])[CH3:22])=[CH:16][CH:15]=2)[NH:8][N:9]=1, predict the reactants needed to synthesize it. The reactants are: Cl[C:2]1[N:7]=[C:6]2[NH:8][N:9]=[C:10]([S:11][CH3:12])[C:5]2=[C:4]([NH:13][C:14]2[CH:19]=[CH:18][C:17]([NH:20][C:21](=[O:23])[CH3:22])=[CH:16][CH:15]=2)[N:3]=1.[O:24]1[CH2:29][CH2:28][N:27]([C:30]2[CH:36]=[CH:35][C:33]([NH2:34])=[CH:32][CH:31]=2)[CH2:26][CH2:25]1. (3) Given the product [CH2:1]([O:3][C:4]([C:5]1[CH:6]=[C:7]([C:9]2[CH:10]=[N:11][C:12]([CH3:15])=[CH:13][CH:14]=2)[N:18]([C:20]2[CH:25]=[N:24][C:23]([O:26][CH3:27])=[CH:22][CH:21]=2)[N:19]=1)=[O:17])[CH3:2], predict the reactants needed to synthesize it. The reactants are: [CH2:1]([O:3][C:4](=[O:17])[C:5](=O)[CH2:6][C:7]([C:9]1[CH:10]=[N:11][C:12]([CH3:15])=[CH:13][CH:14]=1)=O)[CH3:2].[NH:18]([C:20]1[CH:21]=[CH:22][C:23]([O:26][CH3:27])=[N:24][CH:25]=1)[NH2:19].C(O)(=O)C.C(=O)([O-])O.[Na+].